Dataset: Forward reaction prediction with 1.9M reactions from USPTO patents (1976-2016). Task: Predict the product of the given reaction. (1) Given the reactants C([O:5][C:6]([CH:8]1[CH:12]([C:13]2[CH:18]=[CH:17][CH:16]=[C:15]([Cl:19])[C:14]=2[F:20])[C:11]([C:23]2[N:28]=[CH:27][C:26]([Br:29])=[CH:25][N:24]=2)([C:21]#[N:22])[CH:10]([CH2:30][C:31]([CH3:34])([CH3:33])[CH3:32])[NH:9]1)=[O:7])(C)(C)C.[F:35][C:36]([F:41])([F:40])[C:37]([OH:39])=[O:38], predict the reaction product. The product is: [F:35][C:36]([F:41])([F:40])[C:37]([OH:39])=[O:38].[Br:29][C:26]1[CH:25]=[N:24][C:23]([C:11]2([C:21]#[N:22])[CH:10]([CH2:30][C:31]([CH3:34])([CH3:32])[CH3:33])[NH:9][CH:8]([C:6]([OH:7])=[O:5])[CH:12]2[C:13]2[CH:18]=[CH:17][CH:16]=[C:15]([Cl:19])[C:14]=2[F:20])=[N:28][CH:27]=1. (2) Given the reactants [C:1]([C:3]1[CH:8]=[CH:7][C:6]([N:9]2[CH2:14][CH2:13][CH2:12][C@H:11]([NH:15][C@@H:16]3[CH2:21][CH2:20][CH2:19][CH2:18][C@H:17]3[NH:22]C(=O)CC3C4C(=CC=CC=4)N(C)C=3)[CH2:10]2)=[CH:5][CH:4]=1)#[N:2].[C:36](Cl)(=[O:46])[O:37][CH2:38][C:39]1[CH:44]=[CH:43][CH:42]=[CH:41][C:40]=1[CH3:45], predict the reaction product. The product is: [C:1]([C:3]1[CH:8]=[CH:7][C:6]([N:9]2[CH2:14][CH2:13][CH2:12][C@H:11]([NH:15][C@@H:16]3[CH2:21][CH2:20][CH2:19][CH2:18][C@H:17]3[NH:22][C:36](=[O:46])[O:37][CH2:38][C:39]3[CH:44]=[CH:43][CH:42]=[CH:41][C:40]=3[CH3:45])[CH2:10]2)=[CH:5][CH:4]=1)#[N:2]. (3) Given the reactants [N:1]1[CH:6]=[CH:5][N:4]=[CH:3][C:2]=1[S:7](Cl)(=[O:9])=[O:8].[N:11]1[CH:16]=[CH:15][CH:14]=[CH:13][CH:12]=1, predict the reaction product. The product is: [N:11]1[C:16]2[C:15](=[CH:15][CH:14]=[CH:13][C:12]=2[NH:11][S:7]([C:2]2[CH:3]=[N:4][CH:5]=[CH:6][N:1]=2)(=[O:9])=[O:8])[CH:14]=[CH:13][CH:12]=1. (4) Given the reactants [C:1]([O:14][CH2:15][C@@H:16]([O:62][C:63](=[O:75])[CH2:64][CH2:65][CH2:66][CH2:67][CH2:68][CH2:69][CH2:70][CH2:71][CH2:72][CH2:73][CH3:74])[CH2:17][S:18][CH2:19][C@H:20]([NH:44]C(OCC1C2C=CC=CC=2C2C1=CC=CC=2)=O)[C:21]([NH:23][CH2:24][CH2:25][C:26]1[CH:31]=[CH:30][C:29]([O:32][CH2:33][CH2:34][CH2:35][P:36]([O:41][CH2:42][CH3:43])([O:38][CH2:39][CH3:40])=[O:37])=[CH:28][CH:27]=1)=[O:22])(=[O:13])[CH2:2][CH2:3][CH2:4][CH2:5][CH2:6][CH2:7][CH2:8][CH2:9][CH2:10][CH2:11][CH3:12].N1CCCCC1.C1(C)C=CC=CC=1, predict the reaction product. The product is: [C:1]([O:14][CH2:15][C@@H:16]([O:62][C:63](=[O:75])[CH2:64][CH2:65][CH2:66][CH2:67][CH2:68][CH2:69][CH2:70][CH2:71][CH2:72][CH2:73][CH3:74])[CH2:17][S:18][CH2:19][C@H:20]([NH2:44])[C:21]([NH:23][CH2:24][CH2:25][C:26]1[CH:31]=[CH:30][C:29]([O:32][CH2:33][CH2:34][CH2:35][P:36]([O:41][CH2:42][CH3:43])([O:38][CH2:39][CH3:40])=[O:37])=[CH:28][CH:27]=1)=[O:22])(=[O:13])[CH2:2][CH2:3][CH2:4][CH2:5][CH2:6][CH2:7][CH2:8][CH2:9][CH2:10][CH2:11][CH3:12]. (5) Given the reactants Cl[C:2]1[C:11]2[C:6](=[CH:7][C:8]([O:12][CH3:13])=[CH:9][CH:10]=2)[CH:5]=[C:4]([NH:14][C:15]2[CH:19]=[C:18]([CH3:20])[NH:17][N:16]=2)[N:3]=1.[Br:21][C:22]1[CH:27]=[CH:26][C:25]([NH2:28])=[CH:24][CH:23]=1, predict the reaction product. The product is: [Br:21][C:22]1[CH:27]=[CH:26][C:25]([NH:28][C:2]2[C:11]3[C:6](=[CH:7][C:8]([O:12][CH3:13])=[CH:9][CH:10]=3)[CH:5]=[C:4]([NH:14][C:15]3[CH:19]=[C:18]([CH3:20])[NH:17][N:16]=3)[N:3]=2)=[CH:24][CH:23]=1. (6) Given the reactants [Br:1][C:2]1[CH:3]=[C:4]([C:7](=O)[CH3:8])[S:5][CH:6]=1.[CH3:10][C:11]([S:14]([NH2:16])=[O:15])([CH3:13])[CH3:12], predict the reaction product. The product is: [Br:1][C:2]1[CH:3]=[C:4](/[C:7](=[N:16]/[S:14]([C:11]([CH3:13])([CH3:12])[CH3:10])=[O:15])/[CH3:8])[S:5][CH:6]=1.